Dataset: Forward reaction prediction with 1.9M reactions from USPTO patents (1976-2016). Task: Predict the product of the given reaction. Given the reactants [H-].[Na+].[CH2:3]([OH:8])[C:4]#[C:5][CH2:6][OH:7].Br[CH2:10][C:11]#[N:12], predict the reaction product. The product is: [OH:7][CH2:6][C:5]#[C:4][CH2:3][O:8][CH2:10][C:11]#[N:12].